This data is from Full USPTO retrosynthesis dataset with 1.9M reactions from patents (1976-2016). The task is: Predict the reactants needed to synthesize the given product. Given the product [CH3:1][C:2]1[CH:3]=[C:4]([C:19]2[CH:24]=[N:23][C:22]([NH:25][C:26]3([C:29]([NH2:44])=[O:30])[CH2:28][CH2:27]3)=[N:21][CH:20]=2)[CH:5]=[C:6]([NH:8][C:9]2[N:14]=[C:13]([C:15]([F:18])([F:16])[F:17])[CH:12]=[CH:11][N:10]=2)[CH:7]=1, predict the reactants needed to synthesize it. The reactants are: [CH3:1][C:2]1[CH:3]=[C:4]([C:19]2[CH:20]=[N:21][C:22]([NH:25][C:26]3([C:29](O)=[O:30])[CH2:28][CH2:27]3)=[N:23][CH:24]=2)[CH:5]=[C:6]([NH:8][C:9]2[N:14]=[C:13]([C:15]([F:18])([F:17])[F:16])[CH:12]=[CH:11][N:10]=2)[CH:7]=1.[Cl-].[NH4+].C(Cl)CCl.C1C=CC2N(O)N=[N:44]C=2C=1.C(N(CC)C(C)C)(C)C.